From a dataset of Forward reaction prediction with 1.9M reactions from USPTO patents (1976-2016). Predict the product of the given reaction. (1) The product is: [Br:3][C:4]1[CH:5]=[C:6]2[C:10](=[CH:11][CH:12]=1)[N:9]([CH2:24][CH:25]1[CH2:30][CH2:29][N:28]([C:31]([O:33][C:34]([CH3:35])([CH3:37])[CH3:36])=[O:32])[CH2:27][CH2:26]1)[CH:8]=[CH:7]2. Given the reactants [H-].[Na+].[Br:3][C:4]1[CH:5]=[C:6]2[C:10](=[CH:11][CH:12]=1)[NH:9][CH:8]=[CH:7]2.S(O[CH2:24][CH:25]1[CH2:30][CH2:29][N:28]([C:31]([O:33][C:34]([CH3:37])([CH3:36])[CH3:35])=[O:32])[CH2:27][CH2:26]1)(C1C=CC(C)=CC=1)(=O)=O.C(OCC)(=O)C.CCCCCC, predict the reaction product. (2) Given the reactants CC1(C)C(C)(C)OB([C:9]2[C:10]3[C:15]([C:16]([C:23]4[C:32]5[C:27](=[CH:28][CH:29]=[CH:30][CH:31]=5)[C:26]([C:33]5[CH:38]=[CH:37][CH:36]=[CH:35][CH:34]=5)=[CH:25][CH:24]=4)=[C:17]4[C:22]=2[CH:21]=[CH:20][CH:19]=[CH:18]4)=[CH:14][CH:13]=[CH:12][CH:11]=3)O1.FC(F)(F)S(O[C:46]1[CH:55]=[CH:54][C:53]2[C:48](=[CH:49][C:50]([O:56][CH3:57])=[CH:51][CH:52]=2)[CH:47]=1)(=O)=O.P([O-])([O-])([O-])=O.[K+].[K+].[K+].C1(C(=CC(=CC=1)C)C)C, predict the reaction product. The product is: [CH3:57][O:56][C:50]1[CH:49]=[C:48]2[C:53]([CH:54]=[CH:55][C:46]([C:9]3[C:22]4[C:17]([C:16]([C:23]5[C:32]6[C:27](=[CH:28][CH:29]=[CH:30][CH:31]=6)[C:26]([C:33]6[CH:38]=[CH:37][CH:36]=[CH:35][CH:34]=6)=[CH:25][CH:24]=5)=[C:15]5[C:10]=3[CH:11]=[CH:12][CH:13]=[CH:14]5)=[CH:18][CH:19]=[CH:20][CH:21]=4)=[CH:47]2)=[CH:52][CH:51]=1. (3) The product is: [CH3:29][O:28][C:27]1[C:25]([OH:26])=[CH:24][CH:23]=[C:22](/[CH:21]=[CH:20]/[C:18]([CH2:4][C:5](/[CH:6]=[CH:7]/[C:8]2[CH:9]=[C:10]([O:11][CH3:12])[C:13]([OH:16])=[CH:14][CH:15]=2)=[O:17])=[O:19])[CH:30]=1.[CH2:44]=[C:45]1[CH2:47][N:31]([CH2:34][CH2:35][O:36][CH2:37][CH2:38][O:39][CH2:40][CH2:41][OH:42])[N:32]=[N:33]1. Given the reactants C([CH:4]([C:18](/[CH:20]=[CH:21]/[C:22]1[CH:30]=[C:27]([O:28][CH3:29])[C:25]([OH:26])=[CH:24][CH:23]=1)=[O:19])[C:5](=[O:17])/[CH:6]=[CH:7]/[C:8]1[CH:9]=[C:10]([C:13]([OH:16])=[CH:14][CH:15]=1)[O:11][CH3:12])C#C.[N:31]([CH2:34][CH2:35][O:36][CH2:37][CH2:38][O:39][CH2:40][CH2:41][OH:42])=[N+:32]=[N-:33].O=[C:44]1O[C@H]([C@H](CO)O)[C:47]([O-])=[C:45]1O.[Na+], predict the reaction product.